This data is from NCI-60 drug combinations with 297,098 pairs across 59 cell lines. The task is: Regression. Given two drug SMILES strings and cell line genomic features, predict the synergy score measuring deviation from expected non-interaction effect. Drug 1: C1=C(C(=O)NC(=O)N1)N(CCCl)CCCl. Drug 2: C1CN(CCN1C(=O)CCBr)C(=O)CCBr. Cell line: 786-0. Synergy scores: CSS=51.4, Synergy_ZIP=-0.300, Synergy_Bliss=5.49, Synergy_Loewe=-6.26, Synergy_HSA=5.14.